Dataset: Full USPTO retrosynthesis dataset with 1.9M reactions from patents (1976-2016). Task: Predict the reactants needed to synthesize the given product. (1) Given the product [CH3:1][O:2][C:3]1[N:8]=[CH:7][C:6]([NH:9][C:10]2[C:11]([C:19]3[N:27]=[C:26]([CH3:28])[N:25]=[C:24]4[C:20]=3[N:21]=[CH:22][NH:23]4)=[CH:12][C:13]([CH:16]([N:54]3[CH2:55][CH2:56][N:51]([S:48]([CH3:47])(=[O:50])=[O:49])[CH2:52][CH2:53]3)[CH3:17])=[CH:14][N:15]=2)=[CH:5][CH:4]=1, predict the reactants needed to synthesize it. The reactants are: [CH3:1][O:2][C:3]1[N:8]=[CH:7][C:6]([NH:9][C:10]2[N:15]=[CH:14][C:13]([CH:16](O)[CH3:17])=[CH:12][C:11]=2[C:19]2[N:27]=[C:26]([CH3:28])[N:25]=[C:24]3[C:20]=2[N:21]=[CH:22][N:23]3C2CCCCO2)=[CH:5][CH:4]=1.C(N(CC)CC)C.CS(Cl)(=O)=O.[CH3:47][S:48]([N:51]1[CH2:56][CH2:55][NH:54][CH2:53][CH2:52]1)(=[O:50])=[O:49].[OH-].[Na+].Cl.C(O)(C(F)(F)F)=O. (2) Given the product [CH3:1][O:2][C:3](=[O:17])[CH2:4][C:5]1[C:6]([F:16])=[C:7]2[C:12](=[CH:13][C:14]=1[F:15])[N:11]=[CH:10][C:9]([Br:18])=[CH:8]2, predict the reactants needed to synthesize it. The reactants are: [CH3:1][O:2][C:3](=[O:17])[CH2:4][C:5]1[C:6]([F:16])=[C:7]2[C:12](=[CH:13][C:14]=1[F:15])[N:11]=[CH:10][CH:9]=[CH:8]2.[Br:18]Br.N1C=CC=CC=1. (3) Given the product [CH3:27][O:26][C:22]1[CH:21]=[C:20]([C:2]2[CH:7]=[N:6][CH:5]=[C:4]([NH:8][CH:9]([C:13]3[CH:18]=[CH:17][CH:16]=[CH:15][CH:14]=3)[C:10]([NH2:12])=[O:11])[CH:3]=2)[CH:25]=[CH:24][N:23]=1, predict the reactants needed to synthesize it. The reactants are: Br[C:2]1[CH:3]=[C:4]([NH:8][CH:9]([C:13]2[CH:18]=[CH:17][CH:16]=[CH:15][CH:14]=2)[C:10]([NH2:12])=[O:11])[CH:5]=[N:6][CH:7]=1.B(O)(O)[C:20]1[CH:25]=[CH:24][N:23]=[C:22]([O:26][CH3:27])[CH:21]=1.C([O-])([O-])=O.[K+].[K+]. (4) Given the product [CH3:1][O:2][C:3]1[CH:4]=[C:5]([CH:6]=[CH:7][CH:8]=1)[C:20]([CH:17]1[CH2:16][CH2:15][NH:14][CH2:19][CH2:18]1)=[O:26], predict the reactants needed to synthesize it. The reactants are: [CH3:1][O:2][C:3]1[CH:4]=[C:5]([Mg]Br)[CH:6]=[CH:7][CH:8]=1.C([N:14]1[CH2:19][CH2:18][CH:17]([C:20]#N)[CH2:16][CH2:15]1)(=O)C.Cl.C1C[O:26]CC1. (5) Given the product [F:3][C:4]1[CH:5]=[CH:6][C:7]([C:10]2[CH:11]=[N:12][N:13]([CH2:15][CH2:16][N:17]([CH3:32])[C:18](=[O:31])[C:19]3[CH:24]=[C:23]([CH3:25])[CH:22]=[CH:21][C:20]=3[N:26]3[N:30]=[CH:29][CH:28]=[N:27]3)[CH:14]=2)=[N:8][CH:9]=1, predict the reactants needed to synthesize it. The reactants are: [H-].[Na+].[F:3][C:4]1[CH:5]=[CH:6][C:7]([C:10]2[CH:11]=[N:12][N:13]([CH2:15][CH2:16][NH:17][C:18](=[O:31])[C:19]3[CH:24]=[C:23]([CH3:25])[CH:22]=[CH:21][C:20]=3[N:26]3[N:30]=[CH:29][CH:28]=[N:27]3)[CH:14]=2)=[N:8][CH:9]=1.[CH3:32]I.O. (6) Given the product [CH2:1]([NH:8][CH2:10][CH:11]([OH:9])[CH2:12][CH3:13])[C:2]1[CH:7]=[CH:6][CH:5]=[CH:4][CH:3]=1, predict the reactants needed to synthesize it. The reactants are: [CH2:1]([NH2:8])[C:2]1[CH:7]=[CH:6][CH:5]=[CH:4][CH:3]=1.[O:9]1[CH:11]([CH2:12][CH3:13])[CH2:10]1. (7) Given the product [Cl:23][C:24]1[CH:29]=[CH:28][C:27]([CH:30]([C:32]2[CH:33]=[CH:34][CH:35]=[CH:36][CH:37]=2)[NH:31][C:18](=[O:20])[CH2:17][C:14]2[CH:13]=[CH:12][C:11]([O:10][CH2:9][CH2:8][C:7]3[C:2]([OH:1])=[N:3][CH:4]=[N:5][C:6]=3[OH:21])=[CH:16][CH:15]=2)=[C:26]([CH3:38])[CH:25]=1, predict the reactants needed to synthesize it. The reactants are: [OH:1][C:2]1[C:7]([CH2:8][CH2:9][O:10][C:11]2[CH:16]=[CH:15][C:14]([CH2:17][C:18]([OH:20])=O)=[CH:13][CH:12]=2)=[C:6]([OH:21])[N:5]=[CH:4][N:3]=1.Cl.[Cl:23][C:24]1[CH:29]=[CH:28][C:27]([CH:30]([C:32]2[CH:37]=[CH:36][CH:35]=[CH:34][CH:33]=2)[NH2:31])=[C:26]([CH3:38])[CH:25]=1.